This data is from Full USPTO retrosynthesis dataset with 1.9M reactions from patents (1976-2016). The task is: Predict the reactants needed to synthesize the given product. (1) Given the product [N:34]1([CH2:40][CH2:41][N:1]2[C:5]3[CH:6]=[CH:7][CH:8]=[CH:9][C:4]=3[N:3]([CH2:59][CH2:55][N:48]3[CH2:30][CH2:31][CH2:32][CH2:33][CH2:28]3)[C:2]2=[C:10]([C:13]#[N:14])[C:11]#[N:12])[CH2:39][CH2:38][CH2:37][CH2:36][CH2:35]1, predict the reactants needed to synthesize it. The reactants are: [NH:1]1[C:5]2[CH:6]=[CH:7][CH:8]=[CH:9][C:4]=2[NH:3][C:2]1=[C:10]([C:13]#[N:14])[C:11]#[N:12].[C:32]1(P([C:28]2[CH:33]=[CH:32][CH:31]=[CH:30]C=2)[C:32]2[CH:33]=[CH:28]C=[CH:30][CH:31]=2)[CH:33]=[CH:28]C=[CH:30][CH:31]=1.[N:34]1([CH:40](O)[CH3:41])[CH2:39][CH2:38][CH2:37][CH2:36][CH2:35]1.CCOC(/[N:48]=N/C(OCC)=O)=O.[CH2:55]1[CH2:59]OCC1. (2) The reactants are: C(OC(=O)[NH:10][C@H:11]([CH3:28])[CH2:12][NH:13][C:14]1[CH:19]=[CH:18][N:17]=[C:16]([C:20]2[CH:25]=[C:24]([Cl:26])[CH:23]=[CH:22][C:21]=2[OH:27])[N:15]=1)C1C=CC=CC=1.[H][H]. Given the product [NH2:10][C@H:11]([CH3:28])[CH2:12][NH:13][C:14]1[CH:19]=[CH:18][N:17]=[C:16]([C:20]2[CH:25]=[C:24]([Cl:26])[CH:23]=[CH:22][C:21]=2[OH:27])[N:15]=1, predict the reactants needed to synthesize it.